From a dataset of Forward reaction prediction with 1.9M reactions from USPTO patents (1976-2016). Predict the product of the given reaction. (1) Given the reactants [CH2:1]([O:3][C:4](=[O:18])[C:5]([O:8][C:9]1[CH:14]=[CH:13][C:12]([OH:15])=[CH:11][C:10]=1[O:16][CH3:17])([CH3:7])[CH3:6])[CH3:2].Cl[CH:20]([C:22]1[C:23]([CH3:38])=[N:24][C:25]([C:28]2[CH:33]=[CH:32][C:31]([C:34]([F:37])([F:36])[F:35])=[CH:30][CH:29]=2)=[CH:26][CH:27]=1)[CH3:21], predict the reaction product. The product is: [CH2:1]([O:3][C:4](=[O:18])[C:5]([O:8][C:9]1[CH:14]=[CH:13][C:12]([O:15][CH:20]([C:22]2[C:23]([CH3:38])=[N:24][C:25]([C:28]3[CH:33]=[CH:32][C:31]([C:34]([F:37])([F:35])[F:36])=[CH:30][CH:29]=3)=[CH:26][CH:27]=2)[CH3:21])=[CH:11][C:10]=1[O:16][CH3:17])([CH3:6])[CH3:7])[CH3:2]. (2) Given the reactants N#N.[NH:3]1[C:7]2[CH:8]=[CH:9][CH:10]=[CH:11][C:6]=2[N:5]=[C:4]1[CH:12]([NH2:25])[CH2:13][C:14]1[CH:19]=[CH:18][C:17]([C:20]([F:23])([F:22])[F:21])=[C:16]([F:24])[CH:15]=1.[C:26](N1C=CN=C1)(N1C=CN=C1)=[O:27].O, predict the reaction product. The product is: [F:24][C:16]1[CH:15]=[C:14]([CH:19]=[CH:18][C:17]=1[C:20]([F:21])([F:23])[F:22])[CH2:13][CH:12]1[C:4]2=[N:5][C:6]3[CH:11]=[CH:10][CH:9]=[CH:8][C:7]=3[N:3]2[C:26](=[O:27])[NH:25]1. (3) Given the reactants Cl[C:2]1[CH:7]=[CH:6][C:5]([N+:8]([O-])=O)=[CH:4][N:3]=1.[OH:11][CH:12]([C:19]1[CH:24]=[CH:23][CH:22]=[CH:21][CH:20]=1)[CH:13]1[CH2:18][CH2:17][NH:16][CH2:15][CH2:14]1, predict the reaction product. The product is: [OH:11][CH:12]([C:19]1[CH:24]=[CH:23][CH:22]=[CH:21][CH:20]=1)[CH:13]1[CH2:14][CH2:15][N:16]([C:2]2[N:3]=[CH:4][C:5]([NH2:8])=[CH:6][CH:7]=2)[CH2:17][CH2:18]1. (4) Given the reactants [Cl:1][C:2]1[CH:3]=[C:4]2[C:10](I)=[CH:9][N:8]([Si](C(C)C)(C(C)C)C(C)C)[C:5]2=[N:6][CH:7]=1.C([Mg]Cl)(C)C.C(OC(=O)[N:33]([CH2:42][C:43]1[CH:48]=[CH:47][C:46]([F:49])=[CH:45][CH:44]=1)[C:34]1[S:35][C:36]([CH:40]=O)=[C:37](Cl)[N:38]=1)(C)(C)C, predict the reaction product. The product is: [Cl:1][C:2]1[CH:3]=[C:4]2[C:10]([CH2:40][C:36]3[S:35][C:34]([NH:33][CH2:42][C:43]4[CH:48]=[CH:47][C:46]([F:49])=[CH:45][CH:44]=4)=[N:38][CH:37]=3)=[CH:9][NH:8][C:5]2=[N:6][CH:7]=1.